Dataset: Merck oncology drug combination screen with 23,052 pairs across 39 cell lines. Task: Regression. Given two drug SMILES strings and cell line genomic features, predict the synergy score measuring deviation from expected non-interaction effect. (1) Drug 1: N#Cc1ccc(Cn2cncc2CN2CCN(c3cccc(Cl)c3)C(=O)C2)cc1. Drug 2: COC1=C2CC(C)CC(OC)C(O)C(C)C=C(C)C(OC(N)=O)C(OC)C=CC=C(C)C(=O)NC(=CC1=O)C2=O. Cell line: A2780. Synergy scores: synergy=16.6. (2) Drug 1: CCN(CC)CCNC(=O)c1c(C)[nH]c(C=C2C(=O)Nc3ccc(F)cc32)c1C. Drug 2: NC1CCCCC1N.O=C(O)C(=O)O.[Pt+2]. Cell line: SW620. Synergy scores: synergy=-5.11. (3) Drug 1: O=C(CCCCCCC(=O)Nc1ccccc1)NO. Drug 2: Nc1ccn(C2OC(CO)C(O)C2(F)F)c(=O)n1. Cell line: MSTO. Synergy scores: synergy=4.19. (4) Drug 1: O=P1(N(CCCl)CCCl)NCCCO1. Drug 2: CCN(CC)CCNC(=O)c1c(C)[nH]c(C=C2C(=O)Nc3ccc(F)cc32)c1C. Cell line: SKOV3. Synergy scores: synergy=10.1. (5) Drug 1: Nc1ccn(C2OC(CO)C(O)C2(F)F)c(=O)n1. Drug 2: NC1(c2ccc(-c3nc4ccn5c(=O)[nH]nc5c4cc3-c3ccccc3)cc2)CCC1. Cell line: UWB1289BRCA1. Synergy scores: synergy=18.1. (6) Drug 1: N#Cc1ccc(Cn2cncc2CN2CCN(c3cccc(Cl)c3)C(=O)C2)cc1. Drug 2: CCc1c2c(nc3ccc(O)cc13)-c1cc3c(c(=O)n1C2)COC(=O)C3(O)CC. Cell line: OVCAR3. Synergy scores: synergy=3.88. (7) Drug 1: CC1CC2C3CCC4=CC(=O)C=CC4(C)C3(F)C(O)CC2(C)C1(O)C(=O)CO. Drug 2: COC1=C2CC(C)CC(OC)C(O)C(C)C=C(C)C(OC(N)=O)C(OC)C=CC=C(C)C(=O)NC(=CC1=O)C2=O. Cell line: A2058. Synergy scores: synergy=-0.402.